From a dataset of Catalyst prediction with 721,799 reactions and 888 catalyst types from USPTO. Predict which catalyst facilitates the given reaction. (1) Reactant: [Cl:1][C:2]1[CH:3]=[C:4]([C:9](=[N+]=[N-])[C:10]([O:12][CH3:13])=[O:11])[CH:5]=[CH:6][C:7]=1[I:8].[CH3:16][O:17][C:18]1[O:19][CH:20]=[CH:21][CH:22]=1. Product: [Cl:1][C:2]1[CH:3]=[C:4](/[C:9](=[CH:20]\[CH:21]=[CH:22]/[C:18]([O:17][CH3:16])=[O:19])/[C:10]([O:12][CH3:13])=[O:11])[CH:5]=[CH:6][C:7]=1[I:8]. The catalyst class is: 81. (2) Reactant: Cl.C(N=C=NCCCN(C)C)C.ON1C2C=CC=CC=2N=N1.CCN(C(C)C)C(C)C.Cl.[N:33]1[CH:38]=[CH:37][C:36]([C:39]2[C:40]([C:44]3[CH:45]=[C:46]([CH:50]=[CH:51][CH:52]=3)[C:47]([OH:49])=O)=[N:41][NH:42][CH:43]=2)=[CH:35][CH:34]=1.[CH2:53]([NH2:60])[C:54]1[CH:59]=[CH:58][CH:57]=[CH:56][CH:55]=1. Product: [CH2:53]([NH:60][C:47](=[O:49])[C:46]1[CH:50]=[CH:51][CH:52]=[C:44]([C:40]2[C:39]([C:36]3[CH:35]=[CH:34][N:33]=[CH:38][CH:37]=3)=[CH:43][NH:42][N:41]=2)[CH:45]=1)[C:54]1[CH:59]=[CH:58][CH:57]=[CH:56][CH:55]=1. The catalyst class is: 606. (3) Reactant: FC(F)(F)C(O)=O.[NH2:8][C:9]([C:11]1[CH:31]=[CH:30][C:14]([O:15][C@H:16]2[CH2:21][CH2:20][C@H:19]([NH:22]C(=O)OC(C)(C)C)[CH2:18][CH2:17]2)=[CH:13][C:12]=1[F:32])=[O:10]. Product: [NH2:22][C@H:19]1[CH2:20][CH2:21][C@H:16]([O:15][C:14]2[CH:30]=[CH:31][C:11]([C:9]([NH2:8])=[O:10])=[C:12]([F:32])[CH:13]=2)[CH2:17][CH2:18]1. The catalyst class is: 4. (4) Reactant: [Cl:1][C:2]1[CH:3]=[C:4]2[C:10]3([CH2:15][CH2:14][N:13]([C:16]([O:18][C:19]([CH3:22])([CH3:21])[CH3:20])=[O:17])[CH2:12][CH2:11]3)[CH2:9][N:8]([C:23]3[C:24]4[C@H:31]([CH3:32])[CH2:30][CH:29]([OH:33])[C:25]=4[N:26]=[CH:27][N:28]=3)[C:5]2=[CH:6][CH:7]=1.[N+:34]([C:37]1[CH:45]=[CH:44][C:40]([C:41](Cl)=[O:42])=[CH:39][CH:38]=1)([O-:36])=[O:35]. Product: [Cl:1][C:2]1[CH:3]=[C:4]2[C:10]3([CH2:11][CH2:12][N:13]([C:16]([O:18][C:19]([CH3:22])([CH3:21])[CH3:20])=[O:17])[CH2:14][CH2:15]3)[CH2:9][N:8]([C:23]3[C:24]4[C@H:31]([CH3:32])[CH2:30][C@@H:29]([O:33][C:41](=[O:42])[C:40]5[CH:39]=[CH:38][C:37]([N+:34]([O-:36])=[O:35])=[CH:45][CH:44]=5)[C:25]=4[N:26]=[CH:27][N:28]=3)[C:5]2=[CH:6][CH:7]=1. The catalyst class is: 326. (5) Reactant: [CH2:1]([O:8][C:9]1[CH:19]=[CH:18][C:17]([S:20]([C:23]2[CH:28]=[CH:27][C:26]([CH2:29][CH2:30][NH:31][C:32](=[O:37])[C:33]([F:36])([F:35])[F:34])=[CH:25][CH:24]=2)(=[O:22])=[O:21])=[CH:16][C:10]=1[C:11]([O:13][CH2:14][CH3:15])=[O:12])[C:2]1[CH:7]=[CH:6][CH:5]=[CH:4][CH:3]=1.[H-].[Na+].[CH2:40](Br)[C:41]1[CH:46]=[CH:45][CH:44]=[CH:43][CH:42]=1.O. Product: [CH2:1]([O:8][C:9]1[CH:19]=[CH:18][C:17]([S:20]([C:23]2[CH:24]=[CH:25][C:26]([CH2:29][CH2:30][N:31]([CH2:40][C:41]3[CH:46]=[CH:45][CH:44]=[CH:43][CH:42]=3)[C:32](=[O:37])[C:33]([F:36])([F:35])[F:34])=[CH:27][CH:28]=2)(=[O:22])=[O:21])=[CH:16][C:10]=1[C:11]([O:13][CH2:14][CH3:15])=[O:12])[C:2]1[CH:3]=[CH:4][CH:5]=[CH:6][CH:7]=1. The catalyst class is: 9. (6) Reactant: [Cl:1][C:2]1[CH:7]=[C:6]([Cl:8])[C:5]([O:9][CH3:10])=[CH:4][C:3]=1[NH:11][C:12]1[C:21]2[C:16](=[CH:17][C:18](F)=[C:19]([O:22][CH3:23])[CH:20]=2)[N:15]=[CH:14][C:13]=1[C:25]#[N:26].[CH3:27][N:28]1[CH2:33][CH2:32][CH:31]([CH2:34][CH2:35][CH2:36][NH2:37])[CH2:30][CH2:29]1. Product: [Cl:1][C:2]1[CH:7]=[C:6]([Cl:8])[C:5]([O:9][CH3:10])=[CH:4][C:3]=1[NH:11][C:12]1[C:21]2[C:16](=[CH:17][C:18]([NH:37][CH2:36][CH2:35][CH2:34][CH:31]3[CH2:30][CH2:29][N:28]([CH3:27])[CH2:33][CH2:32]3)=[C:19]([O:22][CH3:23])[CH:20]=2)[N:15]=[CH:14][C:13]=1[C:25]#[N:26]. The catalyst class is: 60. (7) The catalyst class is: 612. Reactant: [N+:1]([C:4]1[CH:5]=[N:6][C:7]2[C:12]([C:13]=1[NH:14][CH2:15][C:16]1([C:19]([O:21][CH2:22][CH3:23])=[O:20])[CH2:18][CH2:17]1)=[CH:11][CH:10]=[CH:9][CH:8]=2)([O-])=O. Product: [NH2:1][C:4]1[CH:5]=[N:6][C:7]2[C:12]([C:13]=1[NH:14][CH2:15][C:16]1([C:19]([O:21][CH2:22][CH3:23])=[O:20])[CH2:17][CH2:18]1)=[CH:11][CH:10]=[CH:9][CH:8]=2. (8) Reactant: [Br:1][C:2]1[CH:7]=[C:6]([F:8])[CH:5]=[CH:4][C:3]=1[OH:9].C([O-])([O-])=O.[K+].[K+].[CH2:16](I)[CH3:17].O. Product: [Br:1][C:2]1[CH:7]=[C:6]([F:8])[CH:5]=[CH:4][C:3]=1[O:9][CH2:16][CH3:17]. The catalyst class is: 3. (9) Reactant: [Br:1]Br.[N+:3]([C:6]1[CH:11]=[CH:10][N:9]=[C:8]2[NH:12][CH:13]=[CH:14][C:7]=12)([O-:5])=[O:4].C(=O)(O)[O-].[Na+]. Product: [Br:1][C:14]1[C:7]2[C:8](=[N:9][CH:10]=[CH:11][C:6]=2[N+:3]([O-:5])=[O:4])[NH:12][CH:13]=1. The catalyst class is: 4. (10) Reactant: [CH2:1]([O:3][C:4](=[O:41])[CH2:5][CH2:6][CH2:7][O:8][C:9]1[CH:14]=[CH:13][CH:12]=[C:11]([CH2:15][CH2:16][CH2:17][CH2:18][CH2:19][CH2:20][O:21][C:22]2[CH:27]=[C:26]([S:28]([CH2:31][CH3:32])(=[O:30])=[O:29])[CH:25]=[C:24](Br)[CH:23]=2)[C:10]=1[CH2:34][CH2:35][C:36]([O:38][CH2:39][CH3:40])=[O:37])[CH3:2].[F:42][C:43]1[CH:48]=[CH:47][C:46](B(O)O)=[CH:45][C:44]=1[OH:52].C(=O)([O-])[O-].[Cs+].[Cs+]. Product: [CH2:1]([O:3][C:4](=[O:41])[CH2:5][CH2:6][CH2:7][O:8][C:9]1[CH:14]=[CH:13][CH:12]=[C:11]([CH2:15][CH2:16][CH2:17][CH2:18][CH2:19][CH2:20][O:21][C:22]2[CH:23]=[C:24]([C:46]3[CH:47]=[CH:48][C:43]([F:42])=[C:44]([OH:52])[CH:45]=3)[CH:25]=[C:26]([S:28]([CH2:31][CH3:32])(=[O:30])=[O:29])[CH:27]=2)[C:10]=1[CH2:34][CH2:35][C:36]([O:38][CH2:39][CH3:40])=[O:37])[CH3:2]. The catalyst class is: 140.